This data is from Catalyst prediction with 721,799 reactions and 888 catalyst types from USPTO. The task is: Predict which catalyst facilitates the given reaction. (1) Reactant: [C:1]([CH:4]1[CH2:9][CH2:8][CH2:7][CH2:6][N:5]1[C:10]([O:12][C:13]([CH3:16])([CH3:15])[CH3:14])=[O:11])(=O)[NH2:2].COC1C=CC(P2(SP(C3C=CC(OC)=CC=3)(=S)S2)=[S:26])=CC=1.N#N. Product: [C:1]([CH:4]1[CH2:9][CH2:8][CH2:7][CH2:6][N:5]1[C:10]([O:12][C:13]([CH3:16])([CH3:15])[CH3:14])=[O:11])(=[S:26])[NH2:2]. The catalyst class is: 133. (2) Reactant: [CH2:1]=O.[BH4-].[Na+].[C@H:5]12[CH2:11][C@H:8]([NH:9][CH2:10]1)[CH2:7][N:6]2[C:12]1[C:13]2[N:14]([CH:23]=[N:24][N:25]=2)[C:15]2[CH:21]=[C:20]([Cl:22])[CH:19]=[N:18][C:16]=2[N:17]=1. Product: [Cl:22][C:20]1[CH:19]=[N:18][C:16]2[N:17]=[C:12]([N:6]3[CH2:7][C@@H:8]4[CH2:11][C@H:5]3[CH2:10][N:9]4[CH3:1])[C:13]3[N:14]([CH:23]=[N:24][N:25]=3)[C:15]=2[CH:21]=1. The catalyst class is: 5. (3) Reactant: [F:1][C:2]([F:14])([F:13])[C:3]1[CH:11]=[C:10]([Br:12])[CH:9]=[CH:8][C:4]=1[C:5]([OH:7])=O.CN1CCOCC1.CN(C(ON1N=NC2C=CC=NC1=2)=[N+](C)C)C.F[P-](F)(F)(F)(F)F.[CH3:46][N:47]1[CH2:52][CH2:51][NH:50][CH2:49][CH2:48]1. Product: [Br:12][C:10]1[CH:9]=[CH:8][C:4]([C:5]([N:50]2[CH2:51][CH2:52][N:47]([CH3:46])[CH2:48][CH2:49]2)=[O:7])=[C:3]([C:2]([F:1])([F:14])[F:13])[CH:11]=1. The catalyst class is: 31. (4) Reactant: [C:1]([O:4][CH:5]([O:7][C:8](=[O:14])[CH2:9][CH2:10][C:11]([OH:13])=[O:12])[CH3:6])(=[O:3])[CH3:2].[C:15](=[O:23])([O:20][CH2:21][CH3:22])[O:16][CH:17](Cl)[CH3:18].C(=O)([O-])[O-].[Cs+].[Cs+].[I-].[Na+]. Product: [CH2:17]([O:16][C:15]([O:20][CH:21]([O:12][C:11](=[O:13])[CH2:10][CH2:9][C:8]([O:7][CH:5]([O:4][C:1](=[O:3])[CH3:2])[CH3:6])=[O:14])[CH3:22])=[O:23])[CH3:18]. The catalyst class is: 3. (5) Reactant: P([O-])([O-])([O-])=O.[K+].[K+].[K+].C([O:12][CH2:13][C:14]1[O:18][N:17]=[C:16]([CH3:19])[C:15]=1B1OC(C)(C)C(C)(C)O1)(=O)C.Br[C:30]1[CH:35]=[CH:34][CH:33]=[CH:32][C:31]=1[NH:36][C:37](=[O:43])[O:38][C:39]([CH3:42])([CH3:41])[CH3:40].CO. Product: [OH:12][CH2:13][C:14]1[O:18][N:17]=[C:16]([CH3:19])[C:15]=1[C:30]1[CH:35]=[CH:34][CH:33]=[CH:32][C:31]=1[NH:36][C:37](=[O:43])[O:38][C:39]([CH3:41])([CH3:40])[CH3:42]. The catalyst class is: 535. (6) Reactant: [OH:1][CH:2]([CH2:8][C:9](=[O:11])[O-:10])[CH2:3][N+:4]([CH3:7])([CH3:6])[CH3:5]. Product: [OH:1][C@H:2]([CH2:8][C:9](=[O:10])[O-:11])[CH2:3][N+:4]([CH3:7])([CH3:5])[CH3:6]. The catalyst class is: 8. (7) Reactant: [Br:1][C:2]1[CH:7]=[CH:6][C:5]([S:8](Cl)(=[O:10])=[O:9])=[CH:4][CH:3]=1.C(N(CC)CC)C.[NH:19]1[CH2:24][CH2:23][O:22][CH2:21][CH2:20]1. Product: [Br:1][C:2]1[CH:7]=[CH:6][C:5]([S:8]([N:19]2[CH2:24][CH2:23][O:22][CH2:21][CH2:20]2)(=[O:10])=[O:9])=[CH:4][CH:3]=1. The catalyst class is: 2. (8) Reactant: [NH:1]1[CH2:6][CH2:5][CH:4]([C:7]2[C:15]3[C:10](=[CH:11][CH:12]=[CH:13][CH:14]=3)[NH:9][CH:8]=2)[CH2:3][CH2:2]1.[C:16]([O:20][C:21](O[C:21]([O:20][C:16]([CH3:19])([CH3:18])[CH3:17])=[O:22])=[O:22])([CH3:19])([CH3:18])[CH3:17]. Product: [NH:9]1[C:10]2[C:15](=[CH:14][CH:13]=[CH:12][CH:11]=2)[C:7]([CH:4]2[CH2:5][CH2:6][N:1]([C:21]([O:20][C:16]([CH3:19])([CH3:18])[CH3:17])=[O:22])[CH2:2][CH2:3]2)=[CH:8]1. The catalyst class is: 1.